Predict the reaction yield, written as a fraction of the theoretical maximum amount of product (1.0 means a 100% yield; for example, 0.34 means a 34% yield). From a dataset of Reaction yield outcomes from USPTO patents with 853,638 reactions. (1) The reactants are [CH3:1][NH:2][CH2:3][C@@H:4]([C@H:6]([C@@H:8]([C@@H:10]([CH2:12][OH:13])[OH:11])[OH:9])[OH:7])[OH:5].[Cl:14][C:15]1[CH:16]=[C:17]([CH:42]=[CH:43][CH:44]=1)[CH2:18][N:19]([C:37](=[O:41])[C:38]([OH:40])=[O:39])[CH2:20][C:21]1[CH:26]=[CH:25][C:24]([C:27]#[C:28][CH2:29][CH2:30][CH2:31][CH2:32][CH2:33][CH2:34][CH2:35][CH3:36])=[CH:23][CH:22]=1. The product is [CH3:1][NH:2][CH2:3][C@@H:4]([C@H:6]([C@@H:8]([C@@H:10]([CH2:12][OH:13])[OH:11])[OH:9])[OH:7])[OH:5].[Cl:14][C:15]1[CH:16]=[C:17]([CH:42]=[CH:43][CH:44]=1)[CH2:18][N:19]([C:37](=[O:41])[C:38]([OH:40])=[O:39])[CH2:20][C:21]1[CH:22]=[CH:23][C:24]([C:27]#[C:28][CH2:29][CH2:30][CH2:31][CH2:32][CH2:33][CH2:34][CH2:35][CH3:36])=[CH:25][CH:26]=1. No catalyst specified. The yield is 0.780. (2) The reactants are Cl.[NH2:2][CH2:3][C:4]1[CH:12]=[CH:11][CH:10]=[C:9]2[C:5]=1[C:6](=[O:22])[N:7]([CH:14]1[CH2:19][CH2:18][C:17](=[O:20])[NH:16][C:15]1=[O:21])[C:8]2=[O:13].N12CCCN=C1CCCCC2.[F:34][CH:35]([F:46])[O:36][C:37]1[CH:45]=[CH:44][C:40]([C:41](O)=[O:42])=[CH:39][CH:38]=1.Cl.CN(C)CCCN=C=NCC. The catalyst is CC#N. The product is [F:34][CH:35]([F:46])[O:36][C:37]1[CH:38]=[CH:39][C:40]([C:41]([NH:2][CH2:3][C:4]2[CH:12]=[CH:11][CH:10]=[C:9]3[C:5]=2[C:6](=[O:22])[N:7]([CH:14]2[CH2:19][CH2:18][C:17](=[O:20])[NH:16][C:15]2=[O:21])[C:8]3=[O:13])=[O:42])=[CH:44][CH:45]=1. The yield is 0.640. (3) The reactants are [ClH:1].[NH2:2][C@@H:3]1[CH2:8][CH2:7][CH2:6][N:5]([C:9]2[C:14]([Br:15])=[CH:13][N:12]=[C:11]3[NH:16][CH:17]=[C:18]([NH:19][C:20]([CH:22]4[CH2:24][CH2:23]4)=[O:21])[C:10]=23)[CH2:4]1.Br[CH2:26][CH2:27][F:28].CCN(C(C)C)C(C)C.O. The catalyst is CN(C=O)C. The product is [ClH:1].[Br:15][C:14]1[C:9]([N:5]2[CH2:6][CH2:7][CH2:8][C@@H:3]([NH:2][CH2:26][CH2:27][F:28])[CH2:4]2)=[C:10]2[C:18]([NH:19][C:20]([CH:22]3[CH2:23][CH2:24]3)=[O:21])=[CH:17][NH:16][C:11]2=[N:12][CH:13]=1. The yield is 0.150. (4) The reactants are [OH-].[K+].[CH3:3][O:4][C:5](=[O:34])[CH:6]([NH:15][C:16]1[CH:21]=[CH:20][CH:19]=[CH:18][C:17]=1[C:22](=[O:33])[C:23]1[CH:28]=[CH:27][C:26]([C:29]([CH3:32])([CH3:31])[CH3:30])=[CH:25][CH:24]=1)[CH2:7][C:8]1[CH:13]=[CH:12][C:11]([OH:14])=[CH:10][CH:9]=1.[Br:35][CH2:36][CH2:37]Br. The catalyst is C(O)C. The product is [CH3:3][O:4][C:5](=[O:34])[CH:6]([NH:15][C:16]1[CH:21]=[CH:20][CH:19]=[CH:18][C:17]=1[C:22](=[O:33])[C:23]1[CH:28]=[CH:27][C:26]([C:29]([CH3:30])([CH3:31])[CH3:32])=[CH:25][CH:24]=1)[CH2:7][C:8]1[CH:9]=[CH:10][C:11]([O:14][CH2:37][CH2:36][Br:35])=[CH:12][CH:13]=1. The yield is 0.420. (5) The catalyst is CC(N(C)C)=O. The product is [Br:10][C:11]1[CH:12]=[C:13]([CH:16]=[CH:17][C:18]=1[O:19][C:2]1[CH:3]=[CH:4][C:5]([CH:8]=[O:9])=[CH:6][N:7]=1)[C:14]#[N:15]. The reactants are Cl[C:2]1[N:7]=[CH:6][C:5]([CH:8]=[O:9])=[CH:4][CH:3]=1.[Br:10][C:11]1[CH:12]=[C:13]([CH:16]=[CH:17][C:18]=1[OH:19])[C:14]#[N:15].C(=O)([O-])[O-].[K+].[K+].O. The yield is 0.720. (6) The reactants are [CH3:1][C:2]1[CH:7]=[CH:6][CH:5]=[C:4]([CH:8]2[CH2:12][CH2:11][O:10][CH2:9]2)[C:3]=1[OH:13].Br[CH2:15][C:16]([O:18][CH3:19])=[O:17].C(=O)([O-])[O-].[Cs+].[Cs+]. The catalyst is C(#N)C. The product is [CH3:1][C:2]1[CH:7]=[CH:6][CH:5]=[C:4]([CH:8]2[CH2:12][CH2:11][O:10][CH2:9]2)[C:3]=1[O:13][CH2:15][C:16]([O:18][CH3:19])=[O:17]. The yield is 0.860. (7) The reactants are [C:1]1([CH:7]([Si:14](Cl)(Cl)[Cl:15])[C:8]2[CH:13]=[CH:12][CH:11]=[CH:10][CH:9]=2)[CH:6]=[CH:5][CH:4]=[CH:3][CH:2]=1.C[SiH](Cl)Cl. The catalyst is [Cl-].C([P+](CCCC)(CCCC)CCCC)CCC. The product is [C:1]1([CH:7]([SiH2:14][Cl:15])[C:8]2[CH:9]=[CH:10][CH:11]=[CH:12][CH:13]=2)[CH:2]=[CH:3][CH:4]=[CH:5][CH:6]=1. The yield is 0.614.